This data is from Forward reaction prediction with 1.9M reactions from USPTO patents (1976-2016). The task is: Predict the product of the given reaction. (1) Given the reactants [Cl:1][C:2]1[CH:7]=[CH:6][C:5]([C@H:8]2[C@H:13]([O:14][CH2:15][C:16]3[CH:21]=[CH:20][CH:19]=[CH:18][CH:17]=3)[C@@H:12]([O:22][CH2:23][C:24]3[CH:29]=[CH:28][CH:27]=[CH:26][CH:25]=3)[C@H:11]([O:30][CH2:31][C:32]3[CH:37]=[CH:36][CH:35]=[CH:34][CH:33]=3)[C@@H:10]([CH2:38][O:39][CH2:40][C:41]3[CH:46]=[CH:45][CH:44]=[CH:43][CH:42]=3)[O:9]2)=[CH:4][C:3]=1[C:47]1([C:50]#N)[CH2:49][CH2:48]1.[OH-:52].[Na+].CCO.[OH2:57], predict the reaction product. The product is: [Cl:1][C:2]1[CH:7]=[CH:6][C:5]([C@H:8]2[C@H:13]([O:14][CH2:15][C:16]3[CH:21]=[CH:20][CH:19]=[CH:18][CH:17]=3)[C@@H:12]([O:22][CH2:23][C:24]3[CH:29]=[CH:28][CH:27]=[CH:26][CH:25]=3)[C@H:11]([O:30][CH2:31][C:32]3[CH:37]=[CH:36][CH:35]=[CH:34][CH:33]=3)[C@@H:10]([CH2:38][O:39][CH2:40][C:41]3[CH:46]=[CH:45][CH:44]=[CH:43][CH:42]=3)[O:9]2)=[CH:4][C:3]=1[C:47]1([C:50]([OH:57])=[O:52])[CH2:49][CH2:48]1. (2) Given the reactants [Cl:1][C:2]1[CH:7]=[CH:6][C:5]([CH2:8][N:9]2[CH:13]=[CH:12][C:11]([NH:14][C:15]([C:17]3[CH:22]=[CH:21][N:20]=[CH:19][C:18]=3[CH3:23])=[O:16])=[N:10]2)=[C:4]([C:24]([F:27])([F:26])[F:25])[CH:3]=1.Cl.O1CCOCC1, predict the reaction product. The product is: [ClH:1].[Cl:1][C:2]1[CH:7]=[CH:6][C:5]([CH2:8][N:9]2[CH:13]=[CH:12][C:11]([NH:14][C:15]([C:17]3[CH:22]=[CH:21][N:20]=[CH:19][C:18]=3[CH3:23])=[O:16])=[N:10]2)=[C:4]([C:24]([F:27])([F:25])[F:26])[CH:3]=1. (3) Given the reactants [F:1][C:2]1[CH:3]=[CH:4][C:5]2[N:6]([C:8]([N:11]3[CH2:16][CH2:15][CH:14]([C:17]([OH:20])([CH3:19])[CH3:18])[CH2:13][CH2:12]3)=[N:9][N:10]=2)[CH:7]=1.FC(F)(F)S(O[Si:27]([CH:34]([CH3:36])[CH3:35])([CH:31]([CH3:33])[CH3:32])[CH:28]([CH3:30])[CH3:29])(=O)=O.CCN(CC)CC.O, predict the reaction product. The product is: [F:1][C:2]1[CH:3]=[CH:4][C:5]2[N:6]([C:8]([N:11]3[CH2:12][CH2:13][CH:14]([C:17]([CH3:18])([O:20][Si:27]([CH:34]([CH3:36])[CH3:35])([CH:31]([CH3:33])[CH3:32])[CH:28]([CH3:30])[CH3:29])[CH3:19])[CH2:15][CH2:16]3)=[N:9][N:10]=2)[CH:7]=1. (4) The product is: [S:1]1[CH:5]=[CH:4][N:3]=[C:2]1[C:6]1[CH:7]=[CH:8][C:9]2[O:13][C:12]3[CH:14]=[C:15]([S:18]([NH:21][CH2:22][C:23]([OH:25])=[O:24])(=[O:19])=[O:20])[CH:16]=[CH:17][C:11]=3[C:10]=2[CH:27]=1. Given the reactants [S:1]1[CH:5]=[CH:4][N:3]=[C:2]1[C:6]1[CH:7]=[CH:8][C:9]2[O:13][C:12]3[CH:14]=[C:15]([S:18]([NH:21][CH2:22][C:23]([O:25]C)=[O:24])(=[O:20])=[O:19])[CH:16]=[CH:17][C:11]=3[C:10]=2[CH:27]=1.[OH-].[Li+], predict the reaction product. (5) Given the reactants [C:1]([O:5][C:6](=[O:42])[NH:7][C:8](=[N:23][C:24](=[O:41])[CH2:25][C:26]([C:31]1[CH:36]=[CH:35][C:34]([O:37][CH2:38][CH:39]=[CH2:40])=[CH:33][CH:32]=1)=[N:27][O:28][CH2:29][CH3:30])[CH2:9][C:10]1[CH:15]=[C:14]([Cl:16])[C:13]([NH:17][C:18](=[O:21])[CH2:19]Br)=[C:12]([Cl:22])[CH:11]=1)([CH3:4])([CH3:3])[CH3:2].Cl.[CH2:44]([NH2:49])[CH2:45][CH2:46][CH:47]=[CH2:48].C(N(C(C)C)CC)(C)C, predict the reaction product. The product is: [C:1]([O:5][C:6](=[O:42])[NH:7][C:8](=[N:23][C:24](=[O:41])[CH2:25][C:26]([C:31]1[CH:36]=[CH:35][C:34]([O:37][CH2:38][CH:39]=[CH2:40])=[CH:33][CH:32]=1)=[N:27][O:28][CH2:29][CH3:30])[CH2:9][C:10]1[CH:15]=[C:14]([Cl:16])[C:13]([NH:17][C:18](=[O:21])[CH2:19][NH:49][CH2:44][CH2:45][CH2:46][CH:47]=[CH2:48])=[C:12]([Cl:22])[CH:11]=1)([CH3:4])([CH3:3])[CH3:2].